This data is from Reaction yield outcomes from USPTO patents with 853,638 reactions. The task is: Predict the reaction yield, written as a fraction of the theoretical maximum amount of product (1.0 means a 100% yield; for example, 0.34 means a 34% yield). (1) The reactants are [C:1]([C:3]1[C:12]2[C:7](=[CH:8][CH:9]=[CH:10][CH:11]=2)[C:6](F)=[CH:5][CH:4]=1)#[N:2].[OH:14][C:15]1([C:21]2[CH:26]=[CH:25][CH:24]=[CH:23][CH:22]=2)[CH2:20][CH2:19][NH:18][CH2:17][CH2:16]1. The catalyst is N1C=CC=CC=1. The product is [OH:14][C:15]1([C:21]2[CH:26]=[CH:25][CH:24]=[CH:23][CH:22]=2)[CH2:20][CH2:19][N:18]([C:6]2[C:7]3[C:12](=[CH:11][CH:10]=[CH:9][CH:8]=3)[C:3]([C:1]#[N:2])=[CH:4][CH:5]=2)[CH2:17][CH2:16]1. The yield is 0.360. (2) The reactants are [N+:1]([C:4]1[CH:9]=[CH:8][CH:7]=[C:6]([C:10]2[CH:15]=[CH:14][N:13]=[CH:12][CH:11]=2)[C:5]=1[NH:16]C(=O)C)([O-:3])=[O:2].[OH-].[Na+]. The catalyst is CO. The product is [N+:1]([C:4]1[CH:9]=[CH:8][CH:7]=[C:6]([C:10]2[CH:11]=[CH:12][N:13]=[CH:14][CH:15]=2)[C:5]=1[NH2:16])([O-:3])=[O:2]. The yield is 0.910. (3) The reactants are [OH-].[K+].[CH2:3]([O:10][C:11]([NH:13][C@@H:14]([CH2:19][C:20]1[CH:25]=[CH:24][CH:23]=[CH:22][CH:21]=1)[C@H:15]([OH:18])[CH2:16]Cl)=[O:12])[C:4]1[CH:9]=[CH:8][CH:7]=[CH:6][CH:5]=1. The catalyst is C(O)C.ClCCl. The product is [CH2:3]([O:10][C:11]([NH:13][C@@H:14]([CH2:19][C:20]1[CH:25]=[CH:24][CH:23]=[CH:22][CH:21]=1)[C@@H:15]1[O:18][CH2:16]1)=[O:12])[C:4]1[CH:9]=[CH:8][CH:7]=[CH:6][CH:5]=1. The yield is 0.770.